Predict the reactants needed to synthesize the given product. From a dataset of Full USPTO retrosynthesis dataset with 1.9M reactions from patents (1976-2016). (1) Given the product [C:15]([O:19][C:20]([N:22]1[CH2:30][CH2:29][CH2:28][CH:24]([C:25]([NH:1][C:2]2[S:6][C:5]([C:7]3[CH:12]=[CH:11][C:10]([Cl:13])=[CH:9][CH:8]=3)=[N:4][C:3]=2[CH3:14])=[O:26])[CH2:23]1)=[O:21])([CH3:18])([CH3:17])[CH3:16], predict the reactants needed to synthesize it. The reactants are: [NH2:1][C:2]1[S:6][C:5]([C:7]2[CH:12]=[CH:11][C:10]([Cl:13])=[CH:9][CH:8]=2)=[N:4][C:3]=1[CH3:14].[C:15]([O:19][C:20]([N:22]1[CH2:30][CH2:29][CH2:28][CH:24]([C:25](O)=[O:26])[CH2:23]1)=[O:21])([CH3:18])([CH3:17])[CH3:16]. (2) Given the product [F:1][C:2]1[CH:27]=[C:26]([F:28])[CH:25]=[CH:24][C:3]=1[CH2:4][C:5]1[CH:6]=[CH:7][C:8]2[N:9]([C:11]([C:14]3[CH:15]=[CH:16][C:17]([C:18]([NH2:42])=[O:20])=[CH:22][CH:23]=3)=[N:12][N:13]=2)[CH:10]=1, predict the reactants needed to synthesize it. The reactants are: [F:1][C:2]1[CH:27]=[C:26]([F:28])[CH:25]=[CH:24][C:3]=1[CH2:4][C:5]1[CH:6]=[CH:7][C:8]2[N:9]([C:11]([C:14]3[CH:23]=[CH:22][C:17]([C:18]([O:20]C)=O)=[CH:16][CH:15]=3)=[N:12][N:13]=2)[CH:10]=1.FC1C=C(F)C=CC=1SC1C=CC2[N:42](C(C3C=CC(C(N)=O)=CC=3)=NN=2)C=1. (3) Given the product [C:55]([C:52]1[CH:51]=[CH:50][C:49]([CH2:48][N:31]([CH2:30][C:27]2[CH:28]=[CH:29][C:24]([O:23][C:19]3[CH:20]=[CH:21][CH:22]=[C:17]([CH2:16][O:8][CH2:7][C:3]4[CH:2]=[N:1][CH:6]=[CH:5][CH:4]=4)[CH:18]=3)=[CH:25][CH:26]=2)[C:32]2[C:33]([CH3:47])=[C:34]([NH:38][S:39]([CH3:42])(=[O:41])=[O:40])[CH:35]=[CH:36][CH:37]=2)=[CH:54][CH:53]=1)#[N:56], predict the reactants needed to synthesize it. The reactants are: [N:1]1[CH:6]=[CH:5][CH:4]=[C:3]([CH2:7][OH:8])[CH:2]=1.[H-].[Na+].CS(O[CH2:16][C:17]1[CH:22]=[CH:21][CH:20]=[C:19]([O:23][C:24]2[CH:29]=[CH:28][C:27]([CH2:30][N:31]([CH2:48][C:49]3[CH:54]=[CH:53][C:52]([C:55]#[N:56])=[CH:51][CH:50]=3)[C:32]3[CH:37]=[CH:36][CH:35]=[C:34]([N:38](S(C)(=O)=O)[S:39]([CH3:42])(=[O:41])=[O:40])[C:33]=3[CH3:47])=[CH:26][CH:25]=2)[CH:18]=1)(=O)=O.[NH4+].[Cl-]. (4) The reactants are: [Cl:1][CH2:2][C:3](=O)[CH2:4][C:5]([O:7][CH2:8][CH3:9])=[O:6].[H][H].C([OH:15])C. Given the product [Cl:1][CH2:2][CH2:3][C@@H:4]([OH:15])[C:5]([O:7][CH2:8][CH3:9])=[O:6], predict the reactants needed to synthesize it. (5) Given the product [NH2:1][C:2]1[C:17]([Br:18])=[CH:16][C:5]2[C:6]([C:12]([NH:13][CH3:14])=[O:15])=[C:7]([I:26])[O:8][C:4]=2[CH:3]=1, predict the reactants needed to synthesize it. The reactants are: [NH2:1][C:2]1[C:17]([Br:18])=[CH:16][C:5]2[C:6]([C:12](=[O:15])[NH:13][CH3:14])=[C:7](B(O)O)[O:8][C:4]=2[CH:3]=1.C1C(=O)N([I:26])C(=O)C1. (6) Given the product [Br:8][C:9]1[CH:14]=[CH:13][C:12]([C:15](=[C:1]2[CH2:6][CH2:5][CH2:4][CH2:3][CH2:2]2)[C:17]2[CH:22]=[CH:21][C:20]([OH:23])=[CH:19][C:18]=2[CH3:24])=[CH:11][CH:10]=1, predict the reactants needed to synthesize it. The reactants are: [C:1]1(=O)[CH2:6][CH2:5][CH2:4][CH2:3][CH2:2]1.[Br:8][C:9]1[CH:14]=[CH:13][C:12]([C:15]([C:17]2[CH:22]=[CH:21][C:20]([OH:23])=[CH:19][C:18]=2[CH3:24])=O)=[CH:11][CH:10]=1.C([O-])([O-])=O.[K+].[K+]. (7) Given the product [OH:15][CH2:14][CH2:13][O:12][C:7]1[CH:8]=[C:9]2[C:4](=[CH:5][CH:6]=1)[NH:3][C:2](=[O:1])[CH2:11][CH2:10]2, predict the reactants needed to synthesize it. The reactants are: [O:1]=[C:2]1[CH2:11][CH2:10][C:9]2[C:4](=[CH:5][CH:6]=[C:7]([O:12][CH2:13][C:14](OCC)=[O:15])[CH:8]=2)[NH:3]1.[Cl-].[Ca+2].[Cl-].[BH4-].[Na+].